From a dataset of Forward reaction prediction with 1.9M reactions from USPTO patents (1976-2016). Predict the product of the given reaction. The product is: [NH2:28][C:15]1[CH:14]=[CH:13][C:12]([N:11]([CH2:31][C:32]2[CH:37]=[CH:36][CH:35]=[CH:34][CH:33]=2)[CH2:4][C:5]2[CH:6]=[CH:7][CH:8]=[CH:9][CH:10]=2)=[CH:27][C:16]=1[C:17]([O:19][CH2:20][C:21]1[CH:22]=[CH:23][CH:24]=[CH:25][CH:26]=1)=[O:18]. Given the reactants C(O)C.[CH2:4]([N:11]([CH2:31][C:32]1[CH:37]=[CH:36][CH:35]=[CH:34][CH:33]=1)[C:12]1[CH:13]=[CH:14][C:15]([N+:28]([O-])=O)=[C:16]([CH:27]=1)[C:17]([O:19][CH2:20][C:21]1[CH:26]=[CH:25][CH:24]=[CH:23][CH:22]=1)=[O:18])[C:5]1[CH:10]=[CH:9][CH:8]=[CH:7][CH:6]=1.O.O.[Sn](Cl)Cl.C(=O)(O)[O-].[Na+], predict the reaction product.